Dataset: Forward reaction prediction with 1.9M reactions from USPTO patents (1976-2016). Task: Predict the product of the given reaction. (1) Given the reactants [CH3:1][C:2]([N:6]1[CH2:11][CH2:10][CH2:9][CH2:8][CH2:7]1)([CH3:5])[C:3]#[N:4].[C:12]1([Li])[CH:17]=[CH:16][CH:15]=[CH:14][CH:13]=1.[BH4-].[Na+].NC(C1C=CC=CC=1)C1(N(C)C)CCCC1, predict the reaction product. The product is: [CH3:5][C:2]([N:6]1[CH2:11][CH2:10][CH2:9][CH2:8][CH2:7]1)([CH3:1])[CH:3]([C:12]1[CH:17]=[CH:16][CH:15]=[CH:14][CH:13]=1)[NH2:4]. (2) Given the reactants Br[C:2]1[CH:3]=[C:4]([NH:24][CH2:25][CH2:26][C:27]([F:30])([F:29])[F:28])[C:5]2[N:6]([C:8]([C:11]3[CH:22]=[CH:21][C:14]([C:15]([NH:17][CH:18]4[CH2:20][CH2:19]4)=[O:16])=[C:13]([CH3:23])[CH:12]=3)=[CH:9][N:10]=2)[CH:7]=1.[CH3:31][S-:32].[Na+].O, predict the reaction product. The product is: [CH:18]1([NH:17][C:15](=[O:16])[C:14]2[CH:21]=[CH:22][C:11]([C:8]3[N:6]4[CH:7]=[C:2]([S:32][CH3:31])[CH:3]=[C:4]([NH:24][CH2:25][CH2:26][C:27]([F:30])([F:29])[F:28])[C:5]4=[N:10][CH:9]=3)=[CH:12][C:13]=2[CH3:23])[CH2:20][CH2:19]1. (3) The product is: [Br:3][C:4]1[CH:5]=[C:6]([CH2:9][O:10][Si:11]([C:14]([CH3:17])([CH3:16])[CH3:15])([CH3:13])[CH3:12])[S:7][CH:8]=1. Given the reactants N#N.[Br:3][C:4]1[CH:5]=[C:6]([CH2:9][OH:10])[S:7][CH:8]=1.[Si:11](Cl)([C:14]([CH3:17])([CH3:16])[CH3:15])([CH3:13])[CH3:12].N1C=CN=C1, predict the reaction product. (4) Given the reactants C(OC([N:11]1[CH2:16][C@H:15]([O:17][CH2:18][C:19]2[CH:20]=[CH:21][C:22]3[O:27][CH2:26][CH2:25][N:24]([CH2:28][CH2:29][CH2:30][O:31][CH3:32])[C:23]=3[CH:33]=2)[C@@H:14]([C:34]2[CH:39]=[CH:38][C:37]([O:40][CH2:41][CH2:42][CH2:43][O:44][CH3:45])=[CH:36][CH:35]=2)[C@H:13]([OH:46])[CH2:12]1)=O)C1C=CC=CC=1.[CH2:47]([Mg]Br)[CH3:48], predict the reaction product. The product is: [CH3:45][O:44][CH2:43][CH2:42][CH2:41][O:40][C:37]1[CH:36]=[CH:35][C:34]([C@@H:14]2[C@@H:15]([O:17][CH2:18][C:19]3[CH:20]=[CH:21][C:22]4[O:27][CH2:26][CH2:25][N:24]([CH2:28][CH2:29][CH2:30][O:31][CH3:32])[C:23]=4[CH:33]=3)[CH2:16][NH:11][CH2:12][C@H:13]2[O:46][CH2:14][C@H:15]([OH:17])[CH2:16][CH2:47][CH3:48])=[CH:39][CH:38]=1. (5) The product is: [Cl:1][C:2]1[CH:3]=[CH:4][C:5]([C:16]2[C:21]([Cl:22])=[CH:20][N:19]=[C:18]([NH2:25])[CH:17]=2)=[N:6][C:7]=1[NH:8][CH2:9][CH:10]1[CH2:15][CH2:14][O:13][CH2:12][CH2:11]1. Given the reactants [Cl:1][C:2]1[CH:3]=[CH:4][C:5]([C:16]2[C:21]([Cl:22])=[CH:20][N:19]=[C:18](F)[CH:17]=2)=[N:6][C:7]=1[NH:8][CH2:9][CH:10]1[CH2:15][CH2:14][O:13][CH2:12][CH2:11]1.[OH-].[NH4+:25], predict the reaction product.